Dataset: Forward reaction prediction with 1.9M reactions from USPTO patents (1976-2016). Task: Predict the product of the given reaction. (1) Given the reactants [C:1]([C:3]1[CH:24]=[CH:23][C:6]([CH2:7][NH:8][C:9](=[O:22])[CH:10]([C:13]2[CH:18]=[CH:17][C:16]([O:19][CH3:20])=[C:15]([OH:21])[CH:14]=2)[O:11][CH3:12])=[CH:5][CH:4]=1)#[N:2].C([O-])([O-])=O.[K+].[K+].Br[CH2:32][C:33]([O:35][CH2:36][CH3:37])=[O:34], predict the reaction product. The product is: [CH2:36]([O:35][C:33](=[O:34])[CH2:32][O:21][C:15]1[CH:14]=[C:13]([CH:10]([C:9](=[O:22])[NH:8][CH2:7][C:6]2[CH:5]=[CH:4][C:3]([C:1]#[N:2])=[CH:24][CH:23]=2)[O:11][CH3:12])[CH:18]=[CH:17][C:16]=1[O:19][CH3:20])[CH3:37]. (2) Given the reactants [CH2:1]([O:8][C:9]1[CH:14]=[C:13]([N+:15]([O-])=O)[CH:12]=[C:11]([Br:18])[CH:10]=1)[C:2]1[CH:7]=[CH:6][CH:5]=[CH:4][CH:3]=1.C([O-])(O)=O.[Na+], predict the reaction product. The product is: [CH2:1]([O:8][C:9]1[CH:14]=[C:13]([CH:12]=[C:11]([Br:18])[CH:10]=1)[NH2:15])[C:2]1[CH:3]=[CH:4][CH:5]=[CH:6][CH:7]=1. (3) Given the reactants N[C:2]1[CH:11]=[C:10]2[C:5]([C:6]3[C:23](=[O:24])[C:22]4[CH:21]=[C:20]([O:25][CH3:26])[CH:19]=[CH:18][C:17]=4[C:7]=3[N:8]([CH2:13][CH2:14][CH2:15][Br:16])[C:9]2=[O:12])=[CH:4][CH:3]=1.Cl.N([O-])=O.[Na+].[I-:32].[K+], predict the reaction product. The product is: [Br:16][CH2:15][CH2:14][CH2:13][N:8]1[C:7]2[C:17]3[CH:18]=[CH:19][C:20]([O:25][CH3:26])=[CH:21][C:22]=3[C:23](=[O:24])[C:6]=2[C:5]2[C:10](=[CH:11][C:2]([I:32])=[CH:3][CH:4]=2)[C:9]1=[O:12]. (4) Given the reactants [Cl:1][CH2:2][C:3]([NH:5][NH:6][C:7]([C:9]1[C:17]2[C:12](=[C:13]([O:18][CH3:19])[CH:14]=[CH:15][CH:16]=2)[N:11]([CH2:20][CH:21]2[CH2:26][CH2:25][CH2:24][CH2:23][CH2:22]2)[CH:10]=1)=O)=[O:4].[OH-].COC(NS([N+](CC)(CC)CC)(=O)=O)=O, predict the reaction product. The product is: [Cl:1][CH2:2][C:3]1[O:4][C:7]([C:9]2[C:17]3[C:12](=[C:13]([O:18][CH3:19])[CH:14]=[CH:15][CH:16]=3)[N:11]([CH2:20][CH:21]3[CH2:26][CH2:25][CH2:24][CH2:23][CH2:22]3)[CH:10]=2)=[N:6][N:5]=1. (5) Given the reactants [N-:1]=[N+:2]=[N-:3].[Na+].CS(O[CH2:10][CH:11]([C:17]1[C:26]2[C:21](=[CH:22][CH:23]=[C:24]([O:27][CH3:28])[CH:25]=2)[CH:20]=[CH:19][CH:18]=1)[CH2:12][NH:13][C:14](=[O:16])[CH3:15])(=O)=O.O, predict the reaction product. The product is: [N:1]([CH2:10][CH:11]([C:17]1[C:26]2[C:21](=[CH:22][CH:23]=[C:24]([O:27][CH3:28])[CH:25]=2)[CH:20]=[CH:19][CH:18]=1)[CH2:12][NH:13][C:14](=[O:16])[CH3:15])=[N+:2]=[N-:3]. (6) The product is: [Br:1][C:2]1[C:3]([N:9]2[CH2:14][CH2:13][O:12][CH2:11][CH:10]2[C:15]([NH:41][C@@H:39]([C:36]2[CH:37]=[CH:38][C:33]([Cl:32])=[CH:34][CH:35]=2)[CH3:40])=[O:17])=[N:4][C:5]([Cl:8])=[N:6][CH:7]=1. Given the reactants [Br:1][C:2]1[C:3]([N:9]2[CH2:14][CH2:13][O:12][CH2:11][CH:10]2[C:15]([OH:17])=O)=[N:4][C:5]([Cl:8])=[N:6][CH:7]=1.C(Cl)CCl.C1C=CC2N(O)N=NC=2C=1.[Cl:32][C:33]1[CH:38]=[CH:37][C:36]([C@H:39]([NH2:41])[CH3:40])=[CH:35][CH:34]=1.C(N(CC)CC)C, predict the reaction product. (7) The product is: [NH2:7][CH:8]([C:9]([CH3:12])([CH3:11])[CH3:10])[C:13]([N:15]1[CH2:19][CH2:18][CH:17]2[N:20]([CH:33]3[CH2:34][CH2:35][CH2:36][CH2:37]3)[CH2:21][CH:22]([C:23]3[C:31]4[C:26](=[CH:27][C:28]([F:32])=[CH:29][CH:30]=4)[NH:25][CH:24]=3)[CH:16]12)=[O:14]. Given the reactants C(OC(=O)[NH:7][CH:8]([C:13]([N:15]1[CH2:19][CH2:18][CH:17]2[N:20]([CH:33]3[CH2:37][CH2:36][CH2:35][CH2:34]3)[CH2:21][CH:22]([C:23]3[C:31]4[C:26](=[CH:27][C:28]([F:32])=[CH:29][CH:30]=4)[NH:25][CH:24]=3)[CH:16]12)=[O:14])[C:9]([CH3:12])([CH3:11])[CH3:10])(C)(C)C.C(O)(C(F)(F)F)=O, predict the reaction product.